From a dataset of Catalyst prediction with 721,799 reactions and 888 catalyst types from USPTO. Predict which catalyst facilitates the given reaction. (1) Reactant: [Br-:1].[Br-].[Br-].C([N+](C)(C)C)C1C=CC=CC=1.C([N+](C)(C)C)C1C=CC=CC=1.C([N+](C)(C)C)C1C=CC=CC=1.[CH3:37][C:38]1[CH:39]=[C:40]([NH:45][C:46](=[O:48])[CH3:47])[CH:41]=[C:42]([CH3:44])[CH:43]=1. The catalyst class is: 61. Product: [Br:1][C:43]1[C:42]([CH3:44])=[CH:41][C:40]([NH:45][C:46](=[O:48])[CH3:47])=[CH:39][C:38]=1[CH3:37]. (2) Reactant: [OH:1][B:2]([OH:12])[C:3]1[CH:11]=[CH:10][C:6]([C:7]([OH:9])=[O:8])=[CH:5][CH:4]=1.Cl.[CH2:14](O)[CH3:15]. Product: [CH2:14]([O:8][C:7]([C:6]1[CH:10]=[CH:11][C:3]([B:2]([OH:12])[OH:1])=[CH:4][CH:5]=1)=[O:9])[CH3:15]. The catalyst class is: 12. (3) Reactant: [Cl:1][C:2]1[CH:7]=[CH:6][C:5]([C:8]2[C:13]([Cl:14])=[CH:12][CH:11]=[C:10]([C:15](N(OC)C)=[O:16])[CH:9]=2)=[CH:4][CH:3]=1.CC(C[AlH]CC(C)C)C. Product: [Cl:1][C:2]1[CH:7]=[CH:6][C:5]([C:8]2[C:13]([Cl:14])=[CH:12][CH:11]=[C:10]([CH:15]=[O:16])[CH:9]=2)=[CH:4][CH:3]=1. The catalyst class is: 1.